This data is from NCI-60 drug combinations with 297,098 pairs across 59 cell lines. The task is: Regression. Given two drug SMILES strings and cell line genomic features, predict the synergy score measuring deviation from expected non-interaction effect. (1) Drug 1: C1=CN(C=N1)CC(O)(P(=O)(O)O)P(=O)(O)O. Drug 2: CC1CCCC2(C(O2)CC(NC(=O)CC(C(C(=O)C(C1O)C)(C)C)O)C(=CC3=CSC(=N3)C)C)C. Cell line: OVCAR-8. Synergy scores: CSS=38.3, Synergy_ZIP=0.0196, Synergy_Bliss=-1.40, Synergy_Loewe=-14.3, Synergy_HSA=-0.286. (2) Drug 1: C1=NC2=C(N1)C(=S)N=CN2. Drug 2: C(CC(=O)O)C(=O)CN.Cl. Cell line: SF-539. Synergy scores: CSS=59.2, Synergy_ZIP=2.23, Synergy_Bliss=1.87, Synergy_Loewe=0.631, Synergy_HSA=5.69. (3) Drug 1: CC=C1C(=O)NC(C(=O)OC2CC(=O)NC(C(=O)NC(CSSCCC=C2)C(=O)N1)C(C)C)C(C)C. Drug 2: CC12CCC3C(C1CCC2O)C(CC4=C3C=CC(=C4)O)CCCCCCCCCS(=O)CCCC(C(F)(F)F)(F)F. Cell line: BT-549. Synergy scores: CSS=22.5, Synergy_ZIP=0.279, Synergy_Bliss=8.77, Synergy_Loewe=-2.41, Synergy_HSA=6.53. (4) Drug 1: C1CCC(CC1)NC(=O)N(CCCl)N=O. Drug 2: C1=CN(C(=O)N=C1N)C2C(C(C(O2)CO)O)O.Cl. Cell line: SK-MEL-2. Synergy scores: CSS=29.4, Synergy_ZIP=-6.17, Synergy_Bliss=-2.89, Synergy_Loewe=-1.55, Synergy_HSA=-0.578. (5) Drug 1: C1=NC2=C(N=C(N=C2N1C3C(C(C(O3)CO)O)F)Cl)N. Drug 2: C1=CC=C(C(=C1)C(C2=CC=C(C=C2)Cl)C(Cl)Cl)Cl. Cell line: HS 578T. Synergy scores: CSS=-3.75, Synergy_ZIP=2.28, Synergy_Bliss=1.91, Synergy_Loewe=-3.65, Synergy_HSA=-3.55. (6) Drug 1: C1C(C(OC1N2C=NC3=C(N=C(N=C32)Cl)N)CO)O. Drug 2: CC1=C2C(C(=O)C3(C(CC4C(C3C(C(C2(C)C)(CC1OC(=O)C(C(C5=CC=CC=C5)NC(=O)OC(C)(C)C)O)O)OC(=O)C6=CC=CC=C6)(CO4)OC(=O)C)O)C)O. Cell line: SK-MEL-28. Synergy scores: CSS=12.6, Synergy_ZIP=-2.31, Synergy_Bliss=3.05, Synergy_Loewe=-3.95, Synergy_HSA=-2.17.